From a dataset of Full USPTO retrosynthesis dataset with 1.9M reactions from patents (1976-2016). Predict the reactants needed to synthesize the given product. (1) Given the product [CH3:12][C:13]1[N:22]=[CH:21][C:20]2[CH2:19][CH2:18][CH:17]3[CH:23]([CH3:30])[C:24](=[O:29])[C:25]([C:27]#[N:28])=[CH:26][C:16]3([C:31]3[CH:32]=[CH:33][CH:34]=[CH:35][CH:36]=3)[C:15]=2[N:14]=1, predict the reactants needed to synthesize it. The reactants are: BrN1C(C)(C)C(=O)N(Br)C1=O.[CH3:12][C:13]1[N:22]=[CH:21][C:20]2[CH2:19][CH2:18][CH:17]3[CH:23]([CH3:30])[C:24](=[O:29])[CH:25]([C:27]#[N:28])[CH2:26][C:16]3([C:31]3[CH:36]=[CH:35][CH:34]=[CH:33][CH:32]=3)[C:15]=2[N:14]=1.N1C=CC=CC=1. (2) Given the product [NH2:1][C:2]1[N:3]=[C:4]([C:15]([F:16])([F:17])[F:18])[C:5]2[CH2:9][C:10](=[O:12])[N:29]([CH2:28][C:23]3[C:22]([CH3:30])=[C:21]([O:20][CH3:19])[C:26]([CH3:27])=[CH:25][N:24]=3)[C:6]=2[N:7]=1, predict the reactants needed to synthesize it. The reactants are: [NH2:1][C:2]1[N:7]=[C:6](Cl)[C:5]([CH2:9][C:10]([O:12]CC)=O)=[C:4]([C:15]([F:18])([F:17])[F:16])[N:3]=1.[CH3:19][O:20][C:21]1[C:26]([CH3:27])=[CH:25][N:24]=[C:23]([CH2:28][NH2:29])[C:22]=1[CH3:30].CCN(C(C)C)C(C)C. (3) Given the product [CH2:8]([N:1]1[CH2:6][CH2:5][CH2:4][CH2:3][CH2:2]1)[CH2:9][CH2:10][CH3:11], predict the reactants needed to synthesize it. The reactants are: [NH:1]1[CH2:6][CH2:5][CH2:4][CH2:3][CH2:2]1.I[CH2:8][CH2:9][CH2:10][CH3:11]. (4) Given the product [CH2:5]([NH:7][C:8]([C:10]1[C:18]2[S:17][C:16]([NH:19][C:20](=[O:24])[NH:21][CH2:22][CH3:23])=[N:15][C:14]=2[CH:13]=[C:12]([OH:25])[CH:11]=1)=[O:9])[CH3:6], predict the reactants needed to synthesize it. The reactants are: B(Br)(Br)Br.[CH2:5]([NH:7][C:8]([C:10]1[C:18]2[S:17][C:16]([NH:19][C:20](=[O:24])[NH:21][CH2:22][CH3:23])=[N:15][C:14]=2[CH:13]=[C:12]([O:25]C)[CH:11]=1)=[O:9])[CH3:6]. (5) Given the product [CH:18]1[C:19]2[C:14](=[N:13][C:12]3[C:21]([C:20]=2[NH:22][CH2:23][CH2:24][NH:25][CH2:26][CH2:27][OH:28])=[CH:8][CH:9]=[CH:10][CH:11]=3)[CH:15]=[CH:16][CH:17]=1, predict the reactants needed to synthesize it. The reactants are: O([C:8]1[C:21]2[C:12](=[N:13][C:14]3[C:19]([CH:20]=2)=[CH:18][CH:17]=[CH:16][CH:15]=3)[CH:11]=[CH:10][CH:9]=1)C1C=CC=CC=1.[NH2:22][CH2:23][CH2:24][NH:25][CH2:26][CH2:27][OH:28]. (6) Given the product [Br:1][C:2]1[CH:9]=[CH:8][C:5]([CH2:6][N:10]2[CH2:15][CH2:14][NH:13][CH2:12][CH2:11]2)=[CH:4][CH:3]=1, predict the reactants needed to synthesize it. The reactants are: [Br:1][C:2]1[CH:9]=[CH:8][C:5]([CH2:6]Br)=[CH:4][CH:3]=1.[NH:10]1[CH2:15][CH2:14][NH:13][CH2:12][CH2:11]1.C(=O)([O-])[O-].[K+].[K+]. (7) Given the product [CH:1]1([N:7]2[CH2:13][C:12]([F:14])([F:15])[C:11](=[O:16])[N:10]([CH3:17])[C:9]3[CH:18]=[N:19][C:20]([NH:22][C:23]4[CH:31]=[CH:30][C:26]([C:27]([NH:69][N:66]5[CH2:65][CH2:64][N:63]([CH:58]6[CH2:62][CH2:61][CH2:60][CH2:59]6)[CH2:68][CH2:67]5)=[O:29])=[CH:25][C:24]=4[O:32][CH3:33])=[N:21][C:8]2=3)[CH2:2][CH2:3][CH2:4][CH2:5][CH2:6]1, predict the reactants needed to synthesize it. The reactants are: [CH:1]1([N:7]2[CH2:13][C:12]([F:15])([F:14])[C:11](=[O:16])[N:10]([CH3:17])[C:9]3[CH:18]=[N:19][C:20]([NH:22][C:23]4[CH:31]=[CH:30][C:26]([C:27]([OH:29])=O)=[CH:25][C:24]=4[O:32][CH3:33])=[N:21][C:8]2=3)[CH2:6][CH2:5][CH2:4][CH2:3][CH2:2]1.CN(C(ON1N=NC2C=CC=NC1=2)=[N+](C)C)C.F[P-](F)(F)(F)(F)F.[CH:58]1([N:63]2[CH2:68][CH2:67][N:66]([NH2:69])[CH2:65][CH2:64]2)[CH2:62][CH2:61][CH2:60][CH2:59]1.